From a dataset of Catalyst prediction with 721,799 reactions and 888 catalyst types from USPTO. Predict which catalyst facilitates the given reaction. (1) Reactant: [CH3:1][C:2]1[S:3][C:4]([CH:7]=O)=[CH:5][N:6]=1.[CH2:9]([NH2:11])[CH3:10]. Product: [CH2:9]([NH:11][CH2:7][C:4]1[S:3][C:2]([CH3:1])=[N:6][CH:5]=1)[CH3:10]. The catalyst class is: 1. (2) Reactant: C1C2C(COC(=O)[N:17]([CH2:24][CH2:25][CH2:26][CH2:27][C:28](=[O:59])[NH:29][C:30]3[CH:35]=[CH:34][C:33]([N:36]4[C:39](=[O:40])[CH:38]([CH2:41][CH2:42][CH:43]([OH:50])[C:44]5[CH:49]=[CH:48][CH:47]=[CH:46][CH:45]=5)[CH:37]4[C:51]4[CH:56]=[CH:55][C:54]([O:57][CH3:58])=[CH:53][CH:52]=4)=[CH:32][CH:31]=3)C3C=CC=CC=3)C3C(=CC=CC=3)C=2C=CC=1.C(NCC)C. Product: [OH:50][CH:43]([C:44]1[CH:45]=[CH:46][CH:47]=[CH:48][CH:49]=1)[CH2:42][CH2:41][CH:38]1[C:39](=[O:40])[N:36]([C:33]2[CH:32]=[CH:31][C:30]([NH:29][C:28](=[O:59])[CH2:27][CH2:26][CH2:25][CH2:24][NH2:17])=[CH:35][CH:34]=2)[CH:37]1[C:51]1[CH:56]=[CH:55][C:54]([O:57][CH3:58])=[CH:53][CH:52]=1. The catalyst class is: 9. (3) Reactant: [Br:1][C:2]1[N:6]2[CH2:7][CH2:8][N:9]([C:11]([O:13][C:14]([CH3:17])([CH3:16])[CH3:15])=[O:12])[CH2:10][C:5]2=[C:4]([C:18]([OH:20])=O)[N:3]=1.[CH3:21][NH:22][C:23](=[O:30])[C@H:24]([C:26]([CH3:29])([CH3:28])[CH3:27])[NH2:25].CCN(C(C)C)C(C)C.CN(C(ON1N=NC2C=CC=CC1=2)=[N+](C)C)C.F[P-](F)(F)(F)(F)F. Product: [Br:1][C:2]1[N:6]2[CH2:7][CH2:8][N:9]([C:11]([O:13][C:14]([CH3:15])([CH3:16])[CH3:17])=[O:12])[CH2:10][C:5]2=[C:4]([C:18](=[O:20])[NH:25][C@@H:24]([C:26]([CH3:29])([CH3:28])[CH3:27])[C:23]([NH:22][CH3:21])=[O:30])[N:3]=1. The catalyst class is: 18. (4) Reactant: C([N:8]1[CH2:11][CH:10]([N:12]([CH3:18])[C:13]2[S:14][CH:15]=[CH:16][N:17]=2)[CH2:9]1)(OC(C)(C)C)=O.C(O)(C(F)(F)F)=O. Product: [CH3:18][N:12]([C:13]1[S:14][CH:15]=[CH:16][N:17]=1)[CH:10]1[CH2:9][NH:8][CH2:11]1. The catalyst class is: 2. (5) Reactant: [C:1]([C:4]1[CH:5]=[C:6]([CH:10]([N:34]2[CH2:39][CH2:38][N:37]([CH:40]([CH3:42])[CH3:41])[CH2:36][CH2:35]2)[CH2:11][N:12]2[CH2:17][CH2:16][N:15]([CH2:18][CH2:19][CH2:20][CH2:21][C:22]3[C:31]4[C:26](=[CH:27][CH:28]=[CH:29][CH:30]=4)[CH:25]=[CH:24][C:23]=3[O:32][CH3:33])[CH2:14][CH2:13]2)[CH:7]=[CH:8][CH:9]=1)(=[O:3])[NH2:2].[ClH:43].C(OCC)(=O)C. Product: [ClH:43].[ClH:43].[ClH:43].[ClH:43].[C:1]([C:4]1[CH:5]=[C:6]([CH:10]([N:34]2[CH2:35][CH2:36][N:37]([CH:40]([CH3:42])[CH3:41])[CH2:38][CH2:39]2)[CH2:11][N:12]2[CH2:17][CH2:16][N:15]([CH2:18][CH2:19][CH2:20][CH2:21][C:22]3[C:31]4[C:26](=[CH:27][CH:28]=[CH:29][CH:30]=4)[CH:25]=[CH:24][C:23]=3[O:32][CH3:33])[CH2:14][CH2:13]2)[CH:7]=[CH:8][CH:9]=1)(=[O:3])[NH2:2]. The catalyst class is: 5. (6) Reactant: C(N(CC)CC)C.[Cl:8][C:9]1[CH:10]=[C:11]2[C:16](=[CH:17][CH:18]=1)[CH:15]=[C:14]([SH:19])[CH:13]=[CH:12]2.[OH:20][CH2:21][C:22](=[CH2:28])[C:23]([O:25]CC)=[O:24].[OH-].[Na+]. Product: [Cl:8][C:9]1[CH:10]=[C:11]2[C:16](=[CH:17][CH:18]=1)[CH:15]=[C:14]([S:19][CH2:28][CH:22]([CH2:21][OH:20])[C:23]([OH:25])=[O:24])[CH:13]=[CH:12]2. The catalyst class is: 429. (7) Reactant: C(OC([N:8]1[C:16]2[C:11](=[CH:12][CH:13]=[C:14]([Cl:17])[CH:15]=2)/[C:10](=[CH:18]/[C:19]2[CH:24]=[C:23]([Cl:25])[CH:22]=[CH:21][C:20]=2[O:26][C:27]([CH2:34][CH3:35])([C:30]([O:32][CH3:33])=[O:31])[CH2:28][CH3:29])/[C:9]1=[O:36])=O)(C)(C)C.[F:37][C:38]1[CH:39]=[CH:40][C:41]([CH3:53])=[C:42]([CH:44]=[N:45][C:46]([O:48][Si](C)(C)C)=[CH2:47])[CH:43]=1. Product: [Cl:17][C:14]1[CH:15]=[C:16]2[NH:8][C:9](=[O:36])[C:10]3([CH:18]([C:19]4[CH:24]=[C:23]([Cl:25])[CH:22]=[CH:21][C:20]=4[O:26][C:27]([CH2:28][CH3:29])([C:30]([O:32][CH3:33])=[O:31])[CH2:34][CH3:35])[CH2:47][C:46](=[O:48])[NH:45][CH:44]3[C:42]3[CH:43]=[C:38]([F:37])[CH:39]=[CH:40][C:41]=3[CH3:53])[C:11]2=[CH:12][CH:13]=1. The catalyst class is: 11. (8) Reactant: [I-].[I:2][C:3]1[CH:11]=[C:10]([I:12])[CH:9]=[C:8]2[C:4]=1[C:5]([CH3:16])([CH3:15])[C:6]([CH3:14])=[N+:7]2[CH3:13].Cl.[C:18]1([NH:24][CH:25]=[CH:26][CH:27]=[CH:28][CH:29]=NC2C=CC=CC=2)[CH:23]=[CH:22][CH:21]=[CH:20][CH:19]=1. Product: [I-:2].[NH:24]([CH:25]=[CH:26][CH:27]=[CH:28][CH:29]=[CH:14][C:6]1[C:5]([CH3:16])([CH3:15])[C:4]2[C:8](=[CH:9][C:10]([I:12])=[CH:11][C:3]=2[I:2])[N+:7]=1[CH3:13])[C:18]1[CH:23]=[CH:22][CH:21]=[CH:20][CH:19]=1. The catalyst class is: 152. (9) Reactant: [N:1]1[CH:6]=[CH:5][CH:4]=[C:3]([CH:7]([NH:9][C:10]([C:12]2[C:20]3[C:15](=[N:16][CH:17]=[C:18]([C:21]4[C:29]5[C:24](=[CH:25][C:26]([Cl:30])=[CH:27][CH:28]=5)[N:23]([CH2:31][CH2:32][N:33]5[CH2:38][CH2:37][O:36][CH2:35][CH2:34]5)[N:22]=4)[N:19]=3)[N:14](COCC[Si](C)(C)C)[CH:13]=2)=[O:11])[CH3:8])[CH:2]=1.FC(F)(F)C(O)=O.C(N)CN. Product: [N:1]1[CH:6]=[CH:5][CH:4]=[C:3]([CH:7]([NH:9][C:10]([C:12]2[C:20]3[C:15](=[N:16][CH:17]=[C:18]([C:21]4[C:29]5[C:24](=[CH:25][C:26]([Cl:30])=[CH:27][CH:28]=5)[N:23]([CH2:31][CH2:32][N:33]5[CH2:38][CH2:37][O:36][CH2:35][CH2:34]5)[N:22]=4)[N:19]=3)[NH:14][CH:13]=2)=[O:11])[CH3:8])[CH:2]=1. The catalyst class is: 4.